From a dataset of Full USPTO retrosynthesis dataset with 1.9M reactions from patents (1976-2016). Predict the reactants needed to synthesize the given product. Given the product [N:1]1[C:10]2[C:5](=[CH:6][C:7]([C:11]3[S:15][C:14]([NH:16][C:22](=[O:23])[O:21][C:18]([CH3:20])([CH3:19])[CH3:17])=[N:13][N:12]=3)=[CH:8][CH:9]=2)[CH:4]=[N:3][CH:2]=1, predict the reactants needed to synthesize it. The reactants are: [N:1]1[C:10]2[C:5](=[CH:6][C:7]([C:11]3[S:15][C:14]([NH2:16])=[N:13][N:12]=3)=[CH:8][CH:9]=2)[CH:4]=[N:3][CH:2]=1.[CH3:17][C:18]([O:21][C:22](O[C:22]([O:21][C:18]([CH3:20])([CH3:19])[CH3:17])=[O:23])=[O:23])([CH3:20])[CH3:19].